From a dataset of Catalyst prediction with 721,799 reactions and 888 catalyst types from USPTO. Predict which catalyst facilitates the given reaction. (1) Reactant: Br[C:2]1[CH:3]=[C:4]2[C:9](=[CH:10][CH:11]=1)[N:8]([C:12]1[CH:17]=[CH:16][CH:15]=[CH:14][C:13]=1[Cl:18])[C:7](=[O:19])[NH:6][CH2:5]2.[CH:20]1([NH:23][C:24](=[O:41])[C:25]2[CH:30]=[CH:29][C:28]([CH3:31])=[C:27](B3OC(C)(C)C(C)(C)O3)[CH:26]=2)[CH2:22][CH2:21]1.C([O-])([O-])=O.[Na+].[Na+]. Product: [Cl:18][C:13]1[CH:14]=[CH:15][CH:16]=[CH:17][C:12]=1[N:8]1[C:9]2[C:4](=[CH:3][C:2]([C:27]3[CH:26]=[C:25]([CH:30]=[CH:29][C:28]=3[CH3:31])[C:24]([NH:23][CH:20]3[CH2:21][CH2:22]3)=[O:41])=[CH:11][CH:10]=2)[CH2:5][NH:6][C:7]1=[O:19]. The catalyst class is: 276. (2) Reactant: [CH3:1][O:2][C:3]1[CH:4]=[C:5]([CH:18]=[C:19]([O:21][CH3:22])[CH:20]=1)[C:6]1[O:7][C:8]2[C:13]([C:14](=[O:16])[CH:15]=1)=[CH:12][CH:11]=[C:10]([OH:17])[CH:9]=2.[H-].[Na+].[CH2:25]([CH:27]1[O:29][CH2:28]1)Cl. Product: [CH3:22][O:21][C:19]1[CH:18]=[C:5]([CH:4]=[C:3]([O:2][CH3:1])[CH:20]=1)[C:6]1[O:7][C:8]2[C:13]([C:14](=[O:16])[CH:15]=1)=[CH:12][CH:11]=[C:10]([O:17][CH2:25][CH:27]1[O:29][CH2:28]1)[CH:9]=2. The catalyst class is: 9.